Dataset: Reaction yield outcomes from USPTO patents with 853,638 reactions. Task: Predict the reaction yield, written as a fraction of the theoretical maximum amount of product (1.0 means a 100% yield; for example, 0.34 means a 34% yield). (1) The reactants are [CH2:1]([O:8][C:9]1[CH:10]=[CH:11][C:12](Br)=[C:13]([CH:32]=1)[O:14][CH2:15][C@H:16]([NH2:31])[C:17]1[CH:22]=[CH:21][C:20]([O:23][CH2:24][C:25]2[CH:30]=[CH:29][CH:28]=[CH:27][CH:26]=2)=[CH:19][CH:18]=1)[C:2]1[CH:7]=[CH:6][CH:5]=[CH:4][CH:3]=1.C1(P(C2C=CC=CC=2)C2C=CC3C(=CC=CC=3)C=2C2C3C(=CC=CC=3)C=CC=2P(C2C=CC=CC=2)C2C=CC=CC=2)C=CC=CC=1.CC(C)([O-])C.[K+].O. The yield is 0.550. The product is [CH2:1]([O:8][C:9]1[CH:10]=[CH:11][C:12]2[NH:31][C@H:16]([C:17]3[CH:22]=[CH:21][C:20]([O:23][CH2:24][C:25]4[CH:30]=[CH:29][CH:28]=[CH:27][CH:26]=4)=[CH:19][CH:18]=3)[CH2:15][O:14][C:13]=2[CH:32]=1)[C:2]1[CH:7]=[CH:6][CH:5]=[CH:4][CH:3]=1. The catalyst is C1(C)C=CC=CC=1.C1C=CC(/C=C/C(/C=C/C2C=CC=CC=2)=O)=CC=1.C1C=CC(/C=C/C(/C=C/C2C=CC=CC=2)=O)=CC=1.C1C=CC(/C=C/C(/C=C/C2C=CC=CC=2)=O)=CC=1.[Pd].[Pd].C(OCC)(=O)C.CCCCCC. (2) The product is [Cl:1][C:2]1[CH:3]=[CH:4][C:5]([CH2:6][N:7]2[C:15]3[C:14](=[O:16])[NH:13][C:12](=[O:26])[N:11]([CH3:27])[C:10]=3[N:9]=[C:8]2[CH2:28][CH2:29][CH2:30][O:31][C:32]2[CH:37]=[CH:36][CH:35]=[C:34]([O:38][C:39]([F:42])([F:40])[F:41])[CH:33]=2)=[CH:43][CH:44]=1. The reactants are [Cl:1][C:2]1[CH:44]=[CH:43][C:5]([CH2:6][N:7]2[C:15]3[C:14](=[O:16])[N:13](CC4C=CC(OC)=CC=4)[C:12](=[O:26])[N:11]([CH3:27])[C:10]=3[N:9]=[C:8]2[CH2:28][CH2:29][CH2:30][O:31][C:32]2[CH:37]=[CH:36][CH:35]=[C:34]([O:38][C:39]([F:42])([F:41])[F:40])[CH:33]=2)=[CH:4][CH:3]=1.C(O)(C(F)(F)F)=O.FC(F)(F)S(O)(=O)=O. The catalyst is C(Cl)Cl. The yield is 0.776. (3) The product is [Cl:1][C:2]1[CH:3]=[C:4]([NH:9][CH2:10][C:11]([N:13]2[CH2:18][CH2:17][CH2:16][C@@H:15]([NH:19][C:20]3[C:25]([C:26]([O:28][CH3:29])=[O:27])=[CH:24][N:23]=[C:22]4[NH:30][CH:31]=[CH:32][C:21]=34)[CH2:14]2)=[O:12])[CH:5]=[C:6]([Cl:8])[CH:7]=1. The reactants are [Cl:1][C:2]1[CH:3]=[C:4]([NH:9][CH2:10][C:11]([N:13]2[CH2:18][CH2:17][CH2:16][C@@H:15]([NH:19][C:20]3[C:25]([C:26]([O:28][CH3:29])=[O:27])=[CH:24][N:23]=[C:22]4[N:30](S(C5C=CC(C)=CC=5)(=O)=O)[CH:31]=[CH:32][C:21]=34)[CH2:14]2)=[O:12])[CH:5]=[C:6]([Cl:8])[CH:7]=1.C([O-])([O-])=O.[Cs+].[Cs+]. The yield is 0.940. The catalyst is C1COCC1.O. (4) The reactants are CC(C)([O-])C.[K+].[Cl:7][C:8]1[CH:9]=[C:10]([OH:15])[C:11](=[CH:13][CH:14]=1)[OH:12].ClC1C=CC([C:23]2C=CC=C[C:24]=2[C:25]([O-])=[O:26])=C([C:23]2C=CC=C[C:24]=2[C:25]([O-])=[O:26])C=1.C(OS(C1C=CC=C([N+]([O-])=O)C=1)(=O)=O)[C@@H]1OC1.[OH-].[Na+]. The catalyst is C1COCC1.CN(C=O)C. The product is [Cl:7][C:8]1[CH:14]=[CH:13][C:11]2[O:12][C@@H:24]([CH2:25][OH:26])[CH2:23][O:15][C:10]=2[CH:9]=1. The yield is 0.650. (5) The reactants are CC([O:4][C:5]([C:7]1[CH:12]=[CH:11][C:10]([C:13]([F:16])([F:15])[F:14])=[CH:9][C:8]=1B(O)O)=[O:6])C.Cl[C:21]1[C:26]([Cl:27])=[CH:25][CH:24]=[CH:23][N:22]=1.C([O-])([O-])=O.[Na+].[Na+].[Li+].[OH-]. The catalyst is O1CCOCC1.O.C1C=CC([P]([Pd]([P](C2C=CC=CC=2)(C2C=CC=CC=2)C2C=CC=CC=2)([P](C2C=CC=CC=2)(C2C=CC=CC=2)C2C=CC=CC=2)[P](C2C=CC=CC=2)(C2C=CC=CC=2)C2C=CC=CC=2)(C2C=CC=CC=2)C2C=CC=CC=2)=CC=1. The product is [Cl:27][C:26]1[C:21]([C:8]2[CH:9]=[C:10]([C:13]([F:14])([F:15])[F:16])[CH:11]=[CH:12][C:7]=2[C:5]([OH:4])=[O:6])=[N:22][CH:23]=[CH:24][CH:25]=1. The yield is 0.960. (6) The reactants are [CH3:1][CH:2]1[C:7]2[N:8]=[CH:9][N:10]=[C:11]([C:12]3[N:16](C4CCCCO4)[N:15]=[CH:14][CH:13]=3)[C:6]=2[CH2:5][CH2:4][NH:3]1.[Cl:23][C:24]1[C:32]([C:33]([F:36])([F:35])[F:34])=[C:31]([F:37])[CH:30]=[CH:29][C:25]=1[C:26](O)=[O:27].CCN=C=NCCCN(C)C.C1C=CC2N(O)N=NC=2C=1.C(O)(C(F)(F)F)=O.C([SiH](CC)CC)C. The catalyst is C(Cl)Cl. The product is [Cl:23][C:24]1[C:32]([C:33]([F:35])([F:36])[F:34])=[C:31]([F:37])[CH:30]=[CH:29][C:25]=1[C:26]([N:3]1[CH2:4][CH2:5][C:6]2[C:11]([C:12]3[NH:16][N:15]=[CH:14][CH:13]=3)=[N:10][CH:9]=[N:8][C:7]=2[CH:2]1[CH3:1])=[O:27]. The yield is 0.660. (7) The reactants are CO[C:3]([C:5]1[N:6]=[C:7]([C:23]#[N:24])[C:8]2[C:13]([C:14]=1[OH:15])=[CH:12][CH:11]=[C:10]([O:16][C:17]1[CH:22]=[CH:21][CH:20]=[CH:19][CH:18]=1)[CH:9]=2)=[O:4].Cl.[NH2:26][C@@H:27]([CH3:32])[CH2:28][C:29]([OH:31])=[O:30].C[O-].[Na+]. The catalyst is COCCO. The product is [C:23]([C:7]1[C:8]2[C:13](=[CH:12][CH:11]=[C:10]([O:16][C:17]3[CH:22]=[CH:21][CH:20]=[CH:19][CH:18]=3)[CH:9]=2)[C:14]([OH:15])=[C:5]([C:3]([NH:26][C@@H:27]([CH3:32])[CH2:28][C:29]([OH:31])=[O:30])=[O:4])[N:6]=1)#[N:24]. The yield is 0.390.